From a dataset of Forward reaction prediction with 1.9M reactions from USPTO patents (1976-2016). Predict the product of the given reaction. (1) Given the reactants [Cl:1][C:2]1[CH:7]=[CH:6][C:5]([S:8]([N:11]2[CH:16]([C:17]3[CH:22]=[CH:21][CH:20]=[CH:19][CH:18]=3)[CH2:15][CH2:14][CH2:13][CH:12]2[CH:23]=[O:24])(=[O:10])=[O:9])=[CH:4][CH:3]=1.[CH3:25][Mg]Br.CCOCC.[Cl-].[NH4+], predict the reaction product. The product is: [Cl:1][C:2]1[CH:3]=[CH:4][C:5]([S:8]([N:11]2[CH:16]([C:17]3[CH:18]=[CH:19][CH:20]=[CH:21][CH:22]=3)[CH2:15][CH2:14][CH2:13][CH:12]2[CH:23]([OH:24])[CH3:25])(=[O:9])=[O:10])=[CH:6][CH:7]=1. (2) Given the reactants C([O:3][C:4]([C:6]1[S:10][C:9]([C:11]2[CH:16]=[CH:15][C:14]([Cl:17])=[CH:13][CH:12]=2)=[N:8][C:7]=1[CH2:18][C:19]([O:21]CC)=[O:20])=[O:5])C.[OH-].[Na+].Cl, predict the reaction product. The product is: [C:19]([CH2:18][C:7]1[N:8]=[C:9]([C:11]2[CH:12]=[CH:13][C:14]([Cl:17])=[CH:15][CH:16]=2)[S:10][C:6]=1[C:4]([OH:5])=[O:3])([OH:21])=[O:20]. (3) Given the reactants Cl[C:2]1[N:7]=[C:6]([NH:8][C:9]2[CH:10]=[C:11]3[C:15](=[CH:16][CH:17]=2)[NH:14][N:13]=[CH:12]3)[CH:5]=[CH:4][N:3]=1.[F:18][C:19]1[CH:27]=[CH:26][C:25]2[C:21](=[CH:22][NH:23][CH:24]=2)[CH:20]=1.CCN(C(C)C)C(C)C, predict the reaction product. The product is: [F:18][C:19]1[CH:20]=[C:21]2[C:25](=[CH:26][CH:27]=1)[CH2:24][N:23]([C:2]1[N:7]=[C:6]([NH:8][C:9]3[CH:10]=[C:11]4[C:15](=[CH:16][CH:17]=3)[NH:14][N:13]=[CH:12]4)[CH:5]=[CH:4][N:3]=1)[CH2:22]2. (4) Given the reactants C[S:2](Cl)(=[O:4])=[O:3].N1C=C[CH:9]=[CH:8][CH:7]=1.[F:12][C:13]1[CH:19]=[CH:18][CH:17]=[CH:16][C:14]=1[NH2:15].C(OCC)C, predict the reaction product. The product is: [F:12][C:13]1[CH:19]=[CH:18][CH:17]=[CH:16][C:14]=1[NH:15][S:2]([CH:8]([CH3:9])[CH3:7])(=[O:4])=[O:3]. (5) Given the reactants [F:1][C:2]1[CH:7]=[CH:6][C:5]([O:8][CH3:9])=[CH:4][C:3]=1[C:10]1[CH:15]=[CH:14][C:13]([C:16]([O:18][CH3:19])=[O:17])=[CH:12][C:11]=1B1OC(C)(C)C(C)(C)O1.P([O-])([O-])([O-])=O.[K+].[K+].[K+].C1(P(C2CCCCC2)C2C=CC=CC=2C2C(OC)=CC=CC=2OC)CCCCC1.O.FC(F)(F)S(O[C:73]1[CH2:78][C:77]([CH3:80])([CH3:79])[CH2:76][C:75]([CH3:82])([CH3:81])[CH:74]=1)(=O)=O, predict the reaction product. The product is: [F:1][C:2]1[CH:7]=[CH:6][C:5]([O:8][CH3:9])=[CH:4][C:3]=1[C:10]1[CH:15]=[CH:14][C:13]([C:16]([O:18][CH3:19])=[O:17])=[CH:12][C:11]=1[C:73]1[CH2:78][C:77]([CH3:80])([CH3:79])[CH2:76][C:75]([CH3:82])([CH3:81])[CH:74]=1.